Task: Predict the product of the given reaction.. Dataset: Forward reaction prediction with 1.9M reactions from USPTO patents (1976-2016) (1) Given the reactants C(OC(=O)[NH:10][CH2:11][CH2:12][C@@H:13]([NH:20][C:21]1[C:30]2[C:25](=[C:26]([C:31](=[O:33])[NH2:32])[CH:27]=[CH:28][CH:29]=2)[N:24]=[CH:23][N:22]=1)[C:14]1[CH:19]=[CH:18][CH:17]=[CH:16][CH:15]=1)C1C=CC=CC=1, predict the reaction product. The product is: [NH2:10][CH2:11][CH2:12][CH:13]([NH:20][C:21]1[C:30]2[C:25](=[C:26]([C:31]([NH2:32])=[O:33])[CH:27]=[CH:28][CH:29]=2)[N:24]=[CH:23][N:22]=1)[C:14]1[CH:19]=[CH:18][CH:17]=[CH:16][CH:15]=1. (2) Given the reactants [NH2:1]C1C=CC(C2C3C(=NC=NC=3N)N(C3CCN(C4CCN(C)CC4)CC3)N=2)=CC=1[O:31]C.[O:33]1[C:37]([C:38](Cl)=[O:39])=[CH:36][C:35]2[CH:41]=[CH:42][CH:43]=[CH:44][C:34]1=2.[OH-].[Na+], predict the reaction product. The product is: [OH-:31].[NH4+:1].[O:33]1[C:37]([C:38]([NH2:1])=[O:39])=[CH:36][C:35]2[CH:41]=[CH:42][CH:43]=[CH:44][C:34]1=2. (3) Given the reactants Br[C:2]1[CH:3]=[N:4][C:5]([NH:8][CH2:9][C:10]2[CH:15]=[C:14]([C:16]([F:19])([F:18])[F:17])[CH:13]=[CH:12][C:11]=2[C:20]2[CH:25]=[C:24]([CH:26]([CH3:28])[CH3:27])[CH:23]=[CH:22][C:21]=2[O:29][CH3:30])=[N:6][CH:7]=1.C(P(C(C)(C)C)C1C=CC=CC=1C1C=CC=CC=1)(C)(C)C.[NH:52]1[CH2:57][CH2:56][O:55][CH2:54][CH2:53]1.CC(C)([O-])C.[Na+], predict the reaction product. The product is: [CH:26]([C:24]1[CH:23]=[CH:22][C:21]([O:29][CH3:30])=[C:20]([C:11]2[CH:12]=[CH:13][C:14]([C:16]([F:19])([F:18])[F:17])=[CH:15][C:10]=2[CH2:9][NH:8][C:5]2[N:4]=[CH:3][C:2]([N:52]3[CH2:57][CH2:56][O:55][CH2:54][CH2:53]3)=[CH:7][N:6]=2)[CH:25]=1)([CH3:28])[CH3:27]. (4) Given the reactants [F:1][C:2]1[CH:7]=[CH:6][C:5]([C:8](=[O:20])[CH2:9][CH2:10][C:11]2[CH:16]=[CH:15][C:14]([N+:17]([O-:19])=[O:18])=[CH:13][CH:12]=2)=[CH:4][CH:3]=1.[Br-:21], predict the reaction product. The product is: [Br:21][CH:9]([CH2:10][C:11]1[CH:16]=[CH:15][C:14]([N+:17]([O-:19])=[O:18])=[CH:13][CH:12]=1)[C:8]([C:5]1[CH:4]=[CH:3][C:2]([F:1])=[CH:7][CH:6]=1)=[O:20]. (5) The product is: [OH:34][C:23]1[C:22](=[O:21])[N:12]([C:13]2[CH:18]=[N:17][CH:16]=[CH:15][N:14]=2)[CH:8]([C:7]2[CH:10]=[CH:11][C:4]([CH:1]([CH3:3])[CH3:2])=[CH:5][CH:6]=2)[C:24]=1[C:25](=[O:33])[C:26]1[CH:31]=[CH:30][C:29]([CH3:32])=[CH:28][CH:27]=1. Given the reactants [CH:1]([C:4]1[CH:11]=[CH:10][C:7]([CH:8]=O)=[CH:6][CH:5]=1)([CH3:3])[CH3:2].[NH2:12][C:13]1[CH:18]=[N:17][CH:16]=[CH:15][N:14]=1.C([O:21][C:22](=O)[C:23]([OH:34])=[CH:24][C:25](=[O:33])[C:26]1[CH:31]=[CH:30][C:29]([CH3:32])=[CH:28][CH:27]=1)C, predict the reaction product. (6) Given the reactants [CH3:1][O:2][C:3]1[CH:10]=[CH:9][C:6]([CH:7]=O)=[CH:5][C:4]=1[O:11][CH2:12][CH2:13][CH3:14].C([O-])(=O)C.[NH4+].[N+:20]([CH2:23][CH2:24][CH3:25])([O-:22])=[O:21], predict the reaction product. The product is: [CH3:1][O:2][C:3]1[CH:10]=[CH:9][C:6]([CH:7]=[C:23]([N+:20]([O-:22])=[O:21])[CH2:24][CH3:25])=[CH:5][C:4]=1[O:11][CH2:12][CH2:13][CH3:14].